Dataset: Forward reaction prediction with 1.9M reactions from USPTO patents (1976-2016). Task: Predict the product of the given reaction. Given the reactants [Br:1][C:2]1[CH:7]=[CH:6][C:5]([C:8]2[CH:13]=[CH:12][C:11]([Br:14])=[CH:10][C:9]=2[O:15]C)=[C:4](N)[CH:3]=1.N([O-])=O.[Na+].NC(N)=O, predict the reaction product. The product is: [Br:14][C:11]1[CH:12]=[CH:13][C:8]2[C:5]3[CH:4]=[CH:3][C:2]([Br:1])=[CH:7][C:6]=3[O:15][C:9]=2[CH:10]=1.